From a dataset of Catalyst prediction with 721,799 reactions and 888 catalyst types from USPTO. Predict which catalyst facilitates the given reaction. (1) Reactant: [Cl:1][C:2]1[CH:3]=[C:4]([CH:9]([C:14]2[CH:19]=[CH:18][C:17]([C:20]3[CH:21]=[N:22][NH:23][CH:24]=3)=[CH:16][CH:15]=2)[CH2:10][C:11]([OH:13])=O)[CH:5]=[CH:6][C:7]=1[Cl:8].S(Cl)(Cl)=O.[CH3:29][C@H:30]([NH2:37])[C:31]1[CH:36]=[CH:35][CH:34]=[CH:33][CH:32]=1.C(N(CC)CC)C. Product: [Cl:1][C:2]1[CH:3]=[C:4]([C@@H:9]([C:14]2[CH:15]=[CH:16][C:17]([C:20]3[CH:21]=[N:22][NH:23][CH:24]=3)=[CH:18][CH:19]=2)[CH2:10][C:11]([NH:37][C@H:30]([C:31]2[CH:36]=[CH:35][CH:34]=[CH:33][CH:32]=2)[CH3:29])=[O:13])[CH:5]=[CH:6][C:7]=1[Cl:8]. The catalyst class is: 4. (2) Reactant: [N:1]1[CH:6]=[CH:5][CH:4]=[CH:3][C:2]=1[CH:7]([C:9]1([C:17]2[CH:18]=[N:19][CH:20]=[C:21]([C:23]([F:26])([F:25])[F:24])[CH:22]=2)[CH2:12][C:11]2(OCC[O:13]2)[CH2:10]1)[OH:8].Cl.[OH-].[Na+]. Product: [OH:8][CH:7]([C:2]1[CH:3]=[CH:4][CH:5]=[CH:6][N:1]=1)[C:9]1([C:17]2[CH:18]=[N:19][CH:20]=[C:21]([C:23]([F:26])([F:24])[F:25])[CH:22]=2)[CH2:10][C:11](=[O:13])[CH2:12]1. The catalyst class is: 21. (3) Reactant: [CH3:1][O:2][C:3]1[CH:19]=[CH:18][C:6]([CH2:7][N:8]2[CH2:13][CH2:12][CH2:11][CH:10]([C:14](=O)[CH2:15][CH3:16])[CH2:9]2)=[CH:5][CH:4]=1.[OH-].[K+].O.NN.[NH4+].[Cl-]. Product: [CH3:1][O:2][C:3]1[CH:4]=[CH:5][C:6]([CH2:7][N:8]2[CH2:13][CH2:12][CH2:11][CH:10]([CH2:14][CH2:15][CH3:16])[CH2:9]2)=[CH:18][CH:19]=1. The catalyst class is: 831. (4) Reactant: [Cl:1][C:2]1[CH:3]=[C:4]([CH:8]=[CH:9][C:10]=1[OH:11])[C:5](O)=[O:6].S(Cl)([Cl:14])=O. Product: [Cl:1][C:2]1[CH:3]=[C:4]([CH:8]=[CH:9][C:10]=1[OH:11])[C:5]([Cl:14])=[O:6]. The catalyst class is: 57. (5) Reactant: [C:1]([O:4][C@@H:5]1[O:22][C@H:21]([CH2:23][O:24][C:25](=[O:27])[CH3:26])[C@H:16]([O:17][C:18](=[O:20])[CH3:19])[C@H:11]([O:12][C:13](=[O:15])[CH3:14])[C@H:6]1[O:7]C(=O)C)(=[O:3])[CH3:2]. Product: [CH3:26][C:25]([O:24][CH2:23][C@H:21]1[O:22][C@H:5]([O:4][C:1]([CH3:2])=[O:3])[C@H:6]([OH:7])[C@@H:11]([O:12][C:13]([CH3:14])=[O:15])[C@H:16]1[O:17][C:18]([CH3:19])=[O:20])=[O:27]. The catalyst class is: 484. (6) Reactant: Cl.[CH2:2]([N:9]1[CH2:14][CH2:13][CH:12]([C:15]([O:17]CC)=O)[C:11](=O)[CH2:10]1)[C:3]1[CH:8]=[CH:7][CH:6]=[CH:5][CH:4]=1.[O:21]1[CH2:26][CH2:25][N:24]([CH2:27][CH:28]([NH2:30])[NH2:29])[CH2:23][CH2:22]1. Product: [CH2:2]([N:9]1[CH2:14][CH2:13][CH:12]2[C:11](=[N:30][C:28]([CH2:27][N:24]3[CH2:25][CH2:26][O:21][CH2:22][CH2:23]3)=[N:29][C:15]2=[O:17])[CH2:10]1)[C:3]1[CH:4]=[CH:5][CH:6]=[CH:7][CH:8]=1. The catalyst class is: 779. (7) Reactant: O.O.[Sn](Cl)Cl.[Cl:6][C:7]1[CH:12]=[C:11]([F:13])[C:10]([N+:14]([O-])=O)=[CH:9][C:8]=1[F:17].C(=O)(O)[O-].[Na+]. Product: [Cl:6][C:7]1[C:8]([F:17])=[CH:9][C:10]([NH2:14])=[C:11]([F:13])[CH:12]=1. The catalyst class is: 13. (8) Product: [CH3:1][N:2]1[CH2:7][CH2:6][N:5]([C:8]([O:10][C@@H:11]2[N:20]([C:21]3[CH:22]=[CH:23][C:24]([Cl:27])=[CH:25][N:26]=3)[C:18](=[O:19])[C:13]3[N:14]=[CH:15][CH:16]=[N:17][C:12]2=3)=[O:9])[CH2:4][CH2:3]1.[C:33]([O-:40])(=[O:39])/[CH:34]=[CH:35]/[C:36]([O-:38])=[O:37]. Reactant: [CH3:1][N:2]1[CH2:7][CH2:6][N:5]([C:8]([O:10][C@@H:11]2[N:20]([C:21]3[CH:22]=[CH:23][C:24]([Cl:27])=[CH:25][N:26]=3)[C:18](=[O:19])[C:13]3[N:14]=[CH:15][CH:16]=[N:17][C:12]2=3)=[O:9])[CH2:4][CH2:3]1.O1CCCC1.[C:33]([OH:40])(=[O:39])/[CH:34]=[CH:35]/[C:36]([OH:38])=[O:37].CN1CCN(C(OC2N(C3C=CC(Cl)=CN=3)C(=O)C3N=CC=NC2=3)=O)CC1. The catalyst class is: 21.